From a dataset of Forward reaction prediction with 1.9M reactions from USPTO patents (1976-2016). Predict the product of the given reaction. (1) Given the reactants [CH2:1]([O:3][C:4]1[CH:5]=[C:6](B(O)O)[CH:7]=[CH:8][CH:9]=1)[CH3:2].Br[C:14]1[CH:22]=[CH:21][C:17]([C:18]([OH:20])=[O:19])=[CH:16][CH:15]=1.FC(F)(F)C1C=CC(C2C=C(C=CC=2)CCl)=CC=1.C([O-])([O-])=O.[Na+].[Na+], predict the reaction product. The product is: [CH2:1]([O:3][C:4]1[CH:5]=[C:6]([C:14]2[CH:22]=[CH:21][C:17]([C:18]([OH:20])=[O:19])=[CH:16][CH:15]=2)[CH:7]=[CH:8][CH:9]=1)[CH3:2]. (2) The product is: [Cl:13][C:14]1[CH:15]=[CH:16][C:17]([C:20]2[N:2]([C:4]3[CH:9]=[CH:8][CH:7]=[CH:6][C:5]=3[N:10]([CH3:12])[CH3:11])[N:3]=[C:22]([CH:24]3[CH2:25][C:26]([CH3:33])([CH3:32])[O:27][C:28]([CH3:31])([CH3:30])[CH2:29]3)[CH:21]=2)=[CH:18][CH:19]=1. Given the reactants Cl.[NH:2]([C:4]1[CH:9]=[CH:8][CH:7]=[CH:6][C:5]=1[N:10]([CH3:12])[CH3:11])[NH2:3].[Cl:13][C:14]1[CH:19]=[CH:18][C:17]([C:20](=O)[CH2:21][C:22]([CH:24]2[CH2:29][C:28]([CH3:31])([CH3:30])[O:27][C:26]([CH3:33])([CH3:32])[CH2:25]2)=O)=[CH:16][CH:15]=1.C(N(CC)CC)C, predict the reaction product. (3) Given the reactants [F:1][C:2]1[CH:10]=[N:9][CH:8]=[CH:7][C:3]=1[C:4]([OH:6])=O.[NH2:11][C:12]1[CH:17]=[C:16]([C:18]([F:21])([F:20])[F:19])[CH:15]=[CH:14][C:13]=1[OH:22].CCN=C=NCCCN(C)C, predict the reaction product. The product is: [F:1][C:2]1[CH:10]=[N:9][CH:8]=[CH:7][C:3]=1[C:4]([NH:11][C:12]1[CH:17]=[C:16]([C:18]([F:19])([F:20])[F:21])[CH:15]=[CH:14][C:13]=1[OH:22])=[O:6].